Predict the product of the given reaction. From a dataset of Forward reaction prediction with 1.9M reactions from USPTO patents (1976-2016). (1) Given the reactants [CH3:1][O:2][C:3]1[CH:8]=[CH:7][C:6]([O:9][CH3:10])=[CH:5][CH:4]=1.[I:11]I, predict the reaction product. The product is: [I:11][C:7]1[CH:8]=[C:3]([O:2][CH3:1])[CH:4]=[CH:5][C:6]=1[O:9][CH3:10]. (2) Given the reactants Cl[C:2]1[C:11]2[CH:12]=[CH:13][S:14][C:10]=2[C:9]2[CH:8]=[CH:7][CH:6]=[C:5]([C:15]3[NH:19][CH:18]=[N:17][N:16]=3)[C:4]=2[N:3]=1.[F:20][C:21]1[CH:27]=[CH:26][CH:25]=[CH:24][C:22]=1[NH2:23].CN1C(=O)CCC1, predict the reaction product. The product is: [F:20][C:21]1[CH:27]=[CH:26][CH:25]=[CH:24][C:22]=1[NH:23][C:2]1[C:11]2[CH:12]=[CH:13][S:14][C:10]=2[C:9]2[CH:8]=[CH:7][CH:6]=[C:5]([C:15]3[NH:19][CH:18]=[N:17][N:16]=3)[C:4]=2[N:3]=1. (3) Given the reactants [CH3:1][O:2][CH2:3][CH:4]1[N:9](C(C2C=CC=CC=2)C)[CH2:8][C:7]([CH3:19])([CH3:18])[O:6][CH2:5]1, predict the reaction product. The product is: [CH3:1][O:2][CH2:3][CH:4]1[NH:9][CH2:8][C:7]([CH3:19])([CH3:18])[O:6][CH2:5]1. (4) Given the reactants [OH:1][C:2]1[CH:9]=[CH:8][C:7]([O:10][CH3:11])=[CH:6][C:3]=1[CH:4]=O.[NH:12]1[CH2:17][CH2:16][CH2:15][CH2:14][CH2:13]1.[S:18]1[CH2:24][C:22](=[O:23])[NH:21][C:19]1=S, predict the reaction product. The product is: [OH:1][C:2]1[CH:9]=[CH:8][C:7]([O:10][CH3:11])=[CH:6][C:3]=1/[CH:4]=[C:24]1/[C:22](=[O:23])[N:21]=[C:19]([N:12]2[CH2:17][CH2:16][CH2:15][CH2:14][CH2:13]2)[S:18]/1. (5) Given the reactants Br[C:2]1[CH:7]=[CH:6][CH:5]=[CH:4][C:3]=1[C:8]#[C:9][CH3:10].BrC1C=C(OCC)C=CC=1.[OH:21][CH2:22][C:23]1[CH:28]=[CH:27][C:26](B(O)O)=[CH:25][CH:24]=1.C(=O)([O-])[O-].[Na+].[Na+], predict the reaction product. The product is: [C:8]([C:3]1[CH:4]=[CH:5][CH:6]=[CH:7][C:2]=1[C:26]1[CH:27]=[CH:28][C:23]([CH2:22][OH:21])=[CH:24][CH:25]=1)#[C:9][CH3:10]. (6) Given the reactants [OH:1][CH2:2][C:3]1[N:4]=[C:5]([S:8][CH2:9][CH2:10][C:11]([F:15])=[C:12]([F:14])[F:13])[O:6][CH:7]=1.[H-].[Na+].[CH3:18]I.Cl, predict the reaction product. The product is: [CH3:18][O:1][CH2:2][C:3]1[N:4]=[C:5]([S:8][CH2:9][CH2:10][C:11]([F:15])=[C:12]([F:14])[F:13])[O:6][CH:7]=1. (7) Given the reactants C(O)(C(F)(F)F)=O.C(OC(=O)[N:14]([CH:23]([C:31]1[CH:36]=[CH:35][C:34]([O:37][CH2:38][CH2:39][CH2:40][CH:41]2[CH2:46][CH2:45][N:44]([C:47]3[O:51][N:50]=[C:49]([CH:52]([CH3:54])[CH3:53])[N:48]=3)[CH2:43][CH2:42]2)=[CH:33][C:32]=1[F:55])[C:24](=[O:30])[N:25]1[CH2:29][CH2:28][CH2:27][CH2:26]1)[C:15]1[CH:20]=[CH:19][C:18]([O:21][CH3:22])=[CH:17][CH:16]=1)(C)(C)C, predict the reaction product. The product is: [F:55][C:32]1[CH:33]=[C:34]([O:37][CH2:38][CH2:39][CH2:40][CH:41]2[CH2:42][CH2:43][N:44]([C:47]3[O:51][N:50]=[C:49]([CH:52]([CH3:54])[CH3:53])[N:48]=3)[CH2:45][CH2:46]2)[CH:35]=[CH:36][C:31]=1[CH:23]([NH:14][C:15]1[CH:20]=[CH:19][C:18]([O:21][CH3:22])=[CH:17][CH:16]=1)[C:24]([N:25]1[CH2:29][CH2:28][CH2:27][CH2:26]1)=[O:30]. (8) The product is: [CH3:11][CH:10]([CH3:12])[CH:6]([C:2]1[S:1][CH:5]=[CH:4][CH:3]=1)[C:7]#[N:8]. Given the reactants [S:1]1[CH:5]=[CH:4][CH:3]=[C:2]1[CH2:6][C:7]#[N:8].Br[CH:10]([CH3:12])[CH3:11].[OH-].[K+].O, predict the reaction product.